The task is: Predict which catalyst facilitates the given reaction.. This data is from Catalyst prediction with 721,799 reactions and 888 catalyst types from USPTO. (1) Reactant: Cl[C:2]1C=CC=C(C(OO)=O)C=1.[S:12]([O-:16])([O-])(=O)=[O:13].[Mg+2].[CH3:18][O:19][C:20]1[CH:21]=[C:22]([C:27]2[C:31]([C:32]3[CH:37]=[CH:36][N:35]=[C:34](SC)[N:33]=3)=[CH:30][N:29]([CH2:40][C:41]#[N:42])[N:28]=2)[CH:23]=[C:24]([CH3:26])[CH:25]=1. Product: [CH3:2][S:12]([C:34]1[N:33]=[C:32]([C:31]2[C:27]([C:22]3[CH:23]=[C:24]([CH3:26])[CH:25]=[C:20]([O:19][CH3:18])[CH:21]=3)=[N:28][N:29]([CH2:40][C:41]#[N:42])[CH:30]=2)[CH:37]=[CH:36][N:35]=1)(=[O:16])=[O:13]. The catalyst class is: 4. (2) The catalyst class is: 85. Reactant: S(Cl)(Cl)=O.[Cl:5][C:6]1[CH:14]=[CH:13][C:9]([C:10]([OH:12])=O)=[C:8]([O:15][CH3:16])[CH:7]=1.[CH3:17][N:18]1[CH2:23][CH2:22][NH:21][CH2:20][CH2:19]1.C(N(CC)CC)C. Product: [Cl:5][C:6]1[CH:14]=[CH:13][C:9]([C:10]([N:21]2[CH2:22][CH2:23][N:18]([CH3:17])[CH2:19][CH2:20]2)=[O:12])=[C:8]([O:15][CH3:16])[CH:7]=1. (3) Product: [CH:24]([CH:23]1[C@H:20]2[C@@H:21]1[CH2:22][N:18]([C:16]([O:15][C:12]([CH3:14])([CH3:13])[CH3:11])=[O:17])[CH2:19]2)=[O:25]. Reactant: C(Cl)(=O)C(Cl)=O.CS(C)=O.[CH3:11][C:12]([O:15][C:16]([N:18]1[CH2:22][C@@H:21]2[CH:23]([CH2:24][OH:25])[C@@H:20]2[CH2:19]1)=[O:17])([CH3:14])[CH3:13].C(N(CC)CC)C.Cl.C(=O)(O)[O-].[Na+]. The catalyst class is: 46. (4) Reactant: FC(F)(F)C(O)=O.[CH3:8][C@@H:9]1[NH:13][C@H:12]([C:14]([NH2:16])=[O:15])[CH2:11][CH2:10]1.C(N(CC)CC)C.[Cl:24][CH2:25][C:26](Cl)=[O:27]. Product: [Cl:24][CH2:25][C:26]([N:13]1[C@@H:9]([CH3:8])[CH2:10][CH2:11][C@H:12]1[C:14]([NH2:16])=[O:15])=[O:27]. The catalyst class is: 2. (5) Reactant: C1(O[C:8](=[O:27])[NH:9][C:10]2[CH:15]=[C:14]([C:16]([CH3:19])([CH3:18])[CH3:17])[CH:13]=[C:12]([NH:20][S:21]([CH3:24])(=[O:23])=[O:22])[C:11]=2[O:25][CH3:26])C=CC=CC=1.[NH2:28][C:29]1[C:38]2[C:33](=[CH:34][CH:35]=[CH:36][CH:37]=2)[C:32]([O:39][C:40]2[CH:45]=[CH:44][N:43]=[C:42]([NH:46][C:47]3[CH:48]=[C:49]([CH:62]=[C:63]([O:65][CH3:66])[CH:64]=3)[C:50]([NH:52][CH2:53][CH2:54][N:55]3[CH2:60][CH2:59][N:58]([CH3:61])[CH2:57][CH2:56]3)=[O:51])[CH:41]=2)=[CH:31][CH:30]=1. Product: [C:16]([C:14]1[CH:13]=[C:12]([NH:20][S:21]([CH3:24])(=[O:22])=[O:23])[C:11]([O:25][CH3:26])=[C:10]([NH:9][C:8](=[O:27])[NH:28][C:29]2[C:38]3[C:33](=[CH:34][CH:35]=[CH:36][CH:37]=3)[C:32]([O:39][C:40]3[CH:45]=[CH:44][N:43]=[C:42]([NH:46][C:47]4[CH:48]=[C:49]([CH:62]=[C:63]([O:65][CH3:66])[CH:64]=4)[C:50]([NH:52][CH2:53][CH2:54][N:55]4[CH2:60][CH2:59][N:58]([CH3:61])[CH2:57][CH2:56]4)=[O:51])[CH:41]=3)=[CH:31][CH:30]=2)[CH:15]=1)([CH3:19])([CH3:17])[CH3:18]. The catalyst class is: 480. (6) Reactant: [F:1][C:2]([F:14])([F:13])[C:3]1[CH:8]=[CH:7][CH:6]=[C:5]([C:9]([F:12])([F:11])[F:10])[CH:4]=1.[Br:15]N1C(C)(C)C(=O)N(Br)C1=O. Product: [F:1][C:2]([F:13])([F:14])[C:3]1[CH:8]=[C:7]([Br:15])[CH:6]=[C:5]([C:9]([F:10])([F:11])[F:12])[CH:4]=1. The catalyst class is: 15.